This data is from Retrosynthesis with 50K atom-mapped reactions and 10 reaction types from USPTO. The task is: Predict the reactants needed to synthesize the given product. (1) Given the product O=C1CCCc2c(F)c(F)cc(F)c2N1C1CC1, predict the reactants needed to synthesize it. The reactants are: C=CN1C(=O)CCCc2c(F)c(F)cc(F)c21.O=C(O)C(F)(F)F. (2) Given the product CC(C)COC1=CC(=O)C(Cc2cccc(CCN=[N+]=[N-])c2)C1, predict the reactants needed to synthesize it. The reactants are: CC(C)COC1=CC(=O)C(Cc2cccc(CCI)c2)C1.[N-]=[N+]=[N-].